Dataset: Forward reaction prediction with 1.9M reactions from USPTO patents (1976-2016). Task: Predict the product of the given reaction. (1) Given the reactants CON(C)[C:4]([C:6]1[N:7]=[CH:8][N:9]([C:11]2[CH:12]=[C:13]([C:17]3[CH:22]=[CH:21][CH:20]=[CH:19][CH:18]=3)[CH:14]=[CH:15][CH:16]=2)[CH:10]=1)=[O:5].[O:24]1[CH:28]=[CH:27][CH:26]=[CH:25]1, predict the reaction product. The product is: [C:13]1([C:17]2[CH:18]=[CH:19][CH:20]=[CH:21][CH:22]=2)[CH:14]=[CH:15][CH:16]=[C:11]([N:9]2[CH:10]=[C:6]([C:4]([C:25]3[O:24][CH:28]=[CH:27][CH:26]=3)=[O:5])[N:7]=[CH:8]2)[CH:12]=1. (2) Given the reactants [C:1]1([C:33]2[CH:38]=[CH:37][CH:36]=[CH:35][CH:34]=2)[CH:6]=[CH:5][C:4]([CH2:7][O:8][C:9]2[CH:14]=[CH:13][C:12]([CH2:15][CH2:16][CH2:17][O:18][C:19]3[CH:27]=[CH:26][C:25]([C:28]([O:30][CH2:31][CH3:32])=[O:29])=[CH:24][C:20]=3[C:21](O)=[O:22])=[CH:11][CH:10]=2)=[CH:3][CH:2]=1.Cl.[NH2:40][C@H:41]1[CH2:46][CH2:45][CH2:44][CH2:43][C@H:42]1[C:47]([O:49][CH2:50][CH3:51])=[O:48], predict the reaction product. The product is: [C:1]1([C:33]2[CH:34]=[CH:35][CH:36]=[CH:37][CH:38]=2)[CH:2]=[CH:3][C:4]([CH2:7][O:8][C:9]2[CH:10]=[CH:11][C:12]([CH2:15][CH2:16][CH2:17][O:18][C:19]3[CH:27]=[CH:26][C:25]([C:28]([O:30][CH2:31][CH3:32])=[O:29])=[CH:24][C:20]=3[C:21]([NH:40][C@@H:41]3[CH2:46][CH2:45][CH2:44][CH2:43][C@@H:42]3[C:47]([O:49][CH2:50][CH3:51])=[O:48])=[O:22])=[CH:13][CH:14]=2)=[CH:5][CH:6]=1. (3) Given the reactants [OH:1][CH2:2][CH2:3][C:4]1[CH:12]=[CH:11][CH:10]=[C:9]2[C:5]=1[CH2:6][C:7](=[O:13])[NH:8]2.Cl[S:15](O)(=[O:17])=[O:16], predict the reaction product. The product is: [O:16]=[S:15]1(=[O:17])[O:1][CH2:2][CH2:3][C:4]2[C:12]1=[CH:11][CH:10]=[C:9]1[NH:8][C:7](=[O:13])[CH2:6][C:5]1=2. (4) Given the reactants [C:1]([O:5][C:6]([N:8]([CH2:26][C:27]([O:29][C:30]([CH3:33])([CH3:32])[CH3:31])=[O:28])[C:9]1[CH:14]=[CH:13][CH:12]=[C:11]([CH2:15][NH:16][S:17]([C:20]2[CH:25]=[CH:24][CH:23]=[CH:22][N:21]=2)(=[O:19])=[O:18])[N:10]=1)=[O:7])([CH3:4])([CH3:3])[CH3:2].[CH2:34]([C:41]1([C:44]2[CH:51]=[CH:50][C:47]([CH2:48]O)=[CH:46][CH:45]=2)[CH2:43][CH2:42]1)[C:35]1[CH:40]=[CH:39][CH:38]=[CH:37][CH:36]=1.C(P(CCCC)CCCC)CCC.CN(C)C(N=NC(N(C)C)=O)=O, predict the reaction product. The product is: [CH2:34]([C:41]1([C:44]2[CH:45]=[CH:46][C:47]([CH2:48][CH:15]([NH:16][S:17]([C:20]3[CH:25]=[CH:24][CH:23]=[CH:22][N:21]=3)(=[O:19])=[O:18])[C:11]3[N:10]=[C:9]([N:8]([CH2:26][C:27]([O:29][C:30]([CH3:33])([CH3:32])[CH3:31])=[O:28])[C:6]([O:5][C:1]([CH3:4])([CH3:3])[CH3:2])=[O:7])[CH:14]=[CH:13][CH:12]=3)=[CH:50][CH:51]=2)[CH2:43][CH2:42]1)[C:35]1[CH:36]=[CH:37][CH:38]=[CH:39][CH:40]=1. (5) Given the reactants [H-].[Na+].[CH3:3][C:4]1[O:8][N:7]=[C:6]([C:9]2[CH:14]=[CH:13][CH:12]=[CH:11][CH:10]=2)[C:5]=1[CH2:15][OH:16].[CH2:17]([O:19][C:20]([C:22]1[S:26][C:25](Cl)=[N:24][CH:23]=1)=[O:21])[CH3:18].O, predict the reaction product. The product is: [CH2:17]([O:19][C:20]([C:22]1[S:26][C:25]([O:16][CH2:15][C:5]2[C:6]([C:9]3[CH:14]=[CH:13][CH:12]=[CH:11][CH:10]=3)=[N:7][O:8][C:4]=2[CH3:3])=[N:24][CH:23]=1)=[O:21])[CH3:18]. (6) Given the reactants [C:1]([O:5][CH:6]([C:11]1[C:12]([C:21]2[CH:22]=[C:23]3[C:28](=[CH:29][CH:30]=2)[O:27][CH2:26][CH2:25][CH2:24]3)=[C:13]2[CH:20]=[CH:19][NH:18][C:14]2=[N:15][C:16]=1[CH3:17])[C:7]([O:9]C)=[O:8])([CH3:4])([CH3:3])[CH3:2].[Cl:31][C:32]1[CH:39]=[CH:38][CH:37]=[C:36]([Cl:40])[C:33]=1[CH2:34]Br, predict the reaction product. The product is: [C:1]([O:5][CH:6]([C:11]1[C:12]([C:21]2[CH:22]=[C:23]3[C:28](=[CH:29][CH:30]=2)[O:27][CH2:26][CH2:25][CH2:24]3)=[C:13]2[CH:20]=[CH:19][N:18]([CH2:34][C:33]3[C:32]([Cl:31])=[CH:39][CH:38]=[CH:37][C:36]=3[Cl:40])[C:14]2=[N:15][C:16]=1[CH3:17])[C:7]([OH:9])=[O:8])([CH3:4])([CH3:3])[CH3:2]. (7) Given the reactants [O:1]1[CH2:6][CH2:5][C:4](=[N:7][OH:8])[CH2:3][CH2:2]1.C([O-])(=O)C.C([O-])(=O)C.C([O-])(=O)C.C([O-])(=O)C.[Pb+4].[Cl:26][C:27]([Cl:32])([Cl:31])[C:28]([OH:30])=[O:29], predict the reaction product. The product is: [Cl:26][C:27]([Cl:32])([Cl:31])[C:28]([O:30][C:4]1([N:7]=[O:8])[CH2:5][CH2:6][O:1][CH2:2][CH2:3]1)=[O:29].